This data is from Catalyst prediction with 721,799 reactions and 888 catalyst types from USPTO. The task is: Predict which catalyst facilitates the given reaction. (1) Reactant: [CH2:1]([N:8]1[CH2:13][CH2:12][C:11]([CH3:29])([C:14]2[CH:19]=[CH:18][CH:17]=[C:16]([C:20]3[N:21]=[N:22][NH:23][C:24]=3[Si](C)(C)C)[CH:15]=2)[CH:10]([CH3:30])[CH2:9]1)[C:2]1[CH:7]=[CH:6][CH:5]=[CH:4][CH:3]=1.C(=O)([O-])O.[Na+]. Product: [CH2:1]([N:8]1[CH2:13][CH2:12][C:11]([CH3:29])([C:14]2[CH:19]=[CH:18][CH:17]=[C:16]([C:20]3[N:21]=[N:22][NH:23][CH:24]=3)[CH:15]=2)[CH:10]([CH3:30])[CH2:9]1)[C:2]1[CH:7]=[CH:6][CH:5]=[CH:4][CH:3]=1. The catalyst class is: 209. (2) Reactant: S([O-])([O-])=O.[Na+].[Na+].C(=O)(O)[O-].[Na+].[F:12][C:13]([F:25])([F:24])[C:14]1[CH:15]=[C:16]([S:20](Cl)(=[O:22])=[O:21])[CH:17]=[CH:18][CH:19]=1.[OH-].[Na+].[CH2:28](C(Br)C(O)=O)C. Product: [CH3:28][S:20]([C:16]1[CH:17]=[CH:18][CH:19]=[C:14]([C:13]([F:25])([F:24])[F:12])[CH:15]=1)(=[O:22])=[O:21]. The catalyst class is: 6. (3) Reactant: [C:1]1(C)C=CC=CC=1.[I:8][C:9]1[C:10]([C:22]([F:28])([F:27])[C:23]([F:26])([F:25])[F:24])=[N:11][N:12]([CH2:14][C:15]2[CH:21]=[CH:20][C:18]([NH2:19])=[CH:17][CH:16]=2)[CH:13]=1.[C:29](O[C:29]([O:31][C:32]([CH3:35])([CH3:34])[CH3:33])=[O:30])([O:31][C:32]([CH3:35])([CH3:34])[CH3:33])=[O:30]. Product: [I:8][C:9]1[C:10]([C:22]([F:28])([F:27])[C:23]([F:24])([F:25])[F:26])=[N:11][N:12]([CH2:14][C:15]2[CH:16]=[CH:17][C:18]([NH:19][C:29](=[O:30])[O:31][C:32]([CH3:35])([CH3:34])[CH3:33])=[C:20]([CH3:1])[CH:21]=2)[CH:13]=1. The catalyst class is: 6. (4) Reactant: Cl.[NH2:2][C:3]1([C:9]([NH:11][C:12]2[C:16]3[CH:17]=[C:18]([Br:21])[CH:19]=[CH:20][C:15]=3[O:14][C:13]=2[C:22]([NH2:24])=[O:23])=O)[CH2:8][CH2:7][CH2:6][CH2:5][CH2:4]1.[OH-].[Na+].Cl. Product: [NH2:2][C:3]1([C:9]2[NH:24][C:22](=[O:23])[C:13]3[O:14][C:15]4[CH:20]=[CH:19][C:18]([Br:21])=[CH:17][C:16]=4[C:12]=3[N:11]=2)[CH2:8][CH2:7][CH2:6][CH2:5][CH2:4]1. The catalyst class is: 8.